From a dataset of Full USPTO retrosynthesis dataset with 1.9M reactions from patents (1976-2016). Predict the reactants needed to synthesize the given product. (1) The reactants are: C([Li])CCC.[CH3:6][O:7][C:8]1[C:13]([O:14][CH3:15])=[CH:12][CH:11]=[CH:10][N:9]=1.[CH:16](=[O:19])[CH2:17][CH3:18]. Given the product [CH3:6][O:7][C:8]1[C:13]([O:14][CH3:15])=[C:12]([CH:16]([OH:19])[CH2:17][CH3:18])[CH:11]=[CH:10][N:9]=1, predict the reactants needed to synthesize it. (2) Given the product [NH:1]([C:3]([N:7]1[CH2:12][CH2:11][CH:10]([OH:13])[CH2:9][CH2:8]1)=[S:6])[NH2:2], predict the reactants needed to synthesize it. The reactants are: [NH:1]([C:3](=[S:6])OC)[NH2:2].[NH:7]1[CH2:12][CH2:11][CH:10]([OH:13])[CH2:9][CH2:8]1.C(OCC)(=O)C. (3) The reactants are: [Cl:1][C:2]1[CH:10]=[CH:9][CH:8]=[C:7]2[C:3]=1[C:4]([C:15]([OH:17])=O)=[CH:5][N:6]2[CH2:11][CH2:12][O:13][CH3:14].Cl.[O:19]1[C:24]2[CH:25]=[CH:26][CH:27]=[C:28]([CH2:29][NH2:30])[C:23]=2[O:22][CH2:21][CH2:20]1.CCN(CC)CC.N1(O)C2C=CC=CC=2N=N1.C(Cl)CCl. Given the product [O:19]1[C:24]2[CH:25]=[CH:26][CH:27]=[C:28]([CH2:29][NH:30][C:15]([C:4]3[C:3]4[C:7](=[CH:8][CH:9]=[CH:10][C:2]=4[Cl:1])[N:6]([CH2:11][CH2:12][O:13][CH3:14])[CH:5]=3)=[O:17])[C:23]=2[O:22][CH2:21][CH2:20]1, predict the reactants needed to synthesize it. (4) Given the product [CH:10]1([CH2:13][N:14]2[C:18]3[CH:19]=[CH:20][C:21]([S:23]([CH2:26][CH:27]4[CH2:28][CH2:29][N:30]([C:7]([CH:2]5[CH2:1][NH:6][C:4](=[O:5])[NH:3]5)=[O:9])[CH2:31][CH2:32]4)(=[O:24])=[O:25])=[CH:22][C:17]=3[N:16]=[C:15]2[CH2:33][C:34]([CH3:37])([CH3:36])[CH3:35])[CH2:11][CH2:12]1, predict the reactants needed to synthesize it. The reactants are: [CH2:1]1[NH:6][C:4](=[O:5])[NH:3][CH:2]1[C:7]([OH:9])=O.[CH:10]1([CH2:13][N:14]2[C:18]3[CH:19]=[CH:20][C:21]([S:23]([CH2:26][CH:27]4[CH2:32][CH2:31][NH:30][CH2:29][CH2:28]4)(=[O:25])=[O:24])=[CH:22][C:17]=3[N:16]=[C:15]2[CH2:33][C:34]([CH3:37])([CH3:36])[CH3:35])[CH2:12][CH2:11]1.C(N(CC)CC)C.F[P-](F)(F)(F)(F)F.N1(OC(N(C)C)=[N+](C)C)C2C=CC=CC=2N=N1. (5) Given the product [C:1]([C:5]1[CH:9]=[C:8]([NH:10][C:11]([NH:13][C:14]2[C:23]3[C:18](=[CH:19][CH:20]=[CH:21][CH:22]=3)[CH:17]=[CH:16][CH:15]=2)=[O:12])[N:7]([C:24]2[CH:29]=[CH:28][C:27]([O:30][CH2:40][C:39]([O:38][CH3:37])=[O:42])=[CH:26][CH:25]=2)[N:6]=1)([CH3:4])([CH3:2])[CH3:3], predict the reactants needed to synthesize it. The reactants are: [C:1]([C:5]1[CH:9]=[C:8]([NH:10][C:11]([NH:13][C:14]2[C:23]3[C:18](=[CH:19][CH:20]=[CH:21][CH:22]=3)[CH:17]=[CH:16][CH:15]=2)=[O:12])[N:7]([C:24]2[CH:29]=[CH:28][C:27]([OH:30])=[CH:26][CH:25]=2)[N:6]=1)([CH3:4])([CH3:3])[CH3:2].C([O-])([O-])=O.[K+].[K+].[CH3:37][O:38][C:39](=[O:42])[CH2:40]Cl. (6) Given the product [CH3:1][S:2][C:3]1[CH:4]=[CH:5][C:6]([C:9]2[CH:14]=[CH:13][C:12]([C:15](=[O:22])[CH2:16][CH2:17][C:18]([OH:20])=[O:19])=[CH:11][CH:10]=2)=[CH:7][CH:8]=1, predict the reactants needed to synthesize it. The reactants are: [CH3:1][S:2][C:3]1[CH:8]=[CH:7][C:6]([C:9]2[CH:14]=[CH:13][C:12]([C:15](=[O:22])[CH2:16][CH2:17][C:18]([O:20]C)=[O:19])=[CH:11][CH:10]=2)=[CH:5][CH:4]=1.[OH-].[Na+].Cl. (7) Given the product [CH2:1]1[N:10]2[C@H:11]3[CH2:16][CH2:15][NH:14][CH2:13][C@H:12]3[C:8]3[C:9]2=[C:4]([CH:5]=[CH:6][CH:7]=3)[NH:3][CH2:2]1, predict the reactants needed to synthesize it. The reactants are: [CH2:1]1[N:10]2[C@H:11]3[CH2:16][CH2:15][N:14](C(OCC)=O)[CH2:13][C@H:12]3[C:8]3[C:9]2=[C:4]([CH:5]=[CH:6][CH:7]=3)[NH:3][CH2:2]1.[OH-].[K+]. (8) Given the product [CH3:28][N:29]([CH3:58])[CH2:30][CH2:31][N:32]([CH3:57])[C:33]1[CH:34]=[CH:35][C:36]([NH:39][C:40]2[C:41](=[O:56])[N:42]([CH3:55])[CH:43]=[C:44]([C:7]3[C:6]([CH2:5][OH:4])=[C:11]([N:12]4[CH2:17][CH2:16][C:15]5[C:18]6[CH2:24][CH2:23][CH2:22][CH2:21][C:19]=6[S:20][C:14]=5[C:13]4=[O:25])[CH:10]=[C:9]([F:26])[CH:8]=3)[CH:45]=2)=[N:37][CH:38]=1, predict the reactants needed to synthesize it. The reactants are: C([O:4][CH2:5][C:6]1[C:11]([N:12]2[CH2:17][CH2:16][C:15]3[C:18]4[CH2:24][CH2:23][CH2:22][CH2:21][C:19]=4[S:20][C:14]=3[C:13]2=[O:25])=[CH:10][C:9]([F:26])=[CH:8][C:7]=1Br)(=O)C.[CH3:28][N:29]([CH3:58])[CH2:30][CH2:31][N:32]([CH3:57])[C:33]1[CH:34]=[CH:35][C:36]([NH:39][C:40]2[C:41](=[O:56])[N:42]([CH3:55])[CH:43]=[C:44](B3OC(C)(C)C(C)(C)O3)[CH:45]=2)=[N:37][CH:38]=1.